Dataset: Catalyst prediction with 721,799 reactions and 888 catalyst types from USPTO. Task: Predict which catalyst facilitates the given reaction. (1) Reactant: FC(F)(F)C(O)=O.C([SiH](CC)CC)C.C1(C([O:28][C:29]([C:31]2[N:32]3[CH:35]([CH2:36][CH2:37][C:38]=2[S:39][C:40]2[S:41][CH:42]=[N:43][N:44]=2)[C@@H:34]([NH:45][C:46](=[O:76])/[C:47](/[C:69]2[N:70]=[C:71]([NH2:75])[S:72][C:73]=2[Cl:74])=[N:48]\[O:49]C(C2C=CC=CC=2)(C2C=CC=CC=2)C2C=CC=CC=2)[C:33]3=[O:77])=[O:30])C2C=CC=CC=2)C=CC=CC=1. Product: [NH2:75][C:71]1[S:72][C:73]([Cl:74])=[C:69](/[C:47](=[N:48]/[OH:49])/[C:46]([NH:45][C@H:34]2[C:33](=[O:77])[N:32]3[CH:35]2[CH2:36][CH2:37][C:38]([S:39][C:40]2[S:41][CH:42]=[N:43][N:44]=2)=[C:31]3[C:29]([OH:30])=[O:28])=[O:76])[N:70]=1. The catalyst class is: 4. (2) Reactant: CO[C:3]([C:5]1[N:6]=[C:7]([C:23]#[N:24])[C:8]2[C:13]([C:14]=1[OH:15])=[CH:12][CH:11]=[C:10]([O:16][C:17]1[CH:22]=[CH:21][CH:20]=[CH:19][CH:18]=1)[CH:9]=2)=[O:4].[NH2:25][CH:26]([CH2:31][CH:32]([CH3:34])[CH3:33])[CH2:27][C:28]([OH:30])=[O:29].C[O-].[Na+].CO.Cl. Product: [C:23]([C:7]1[C:8]2[C:13](=[CH:12][CH:11]=[C:10]([O:16][C:17]3[CH:22]=[CH:21][CH:20]=[CH:19][CH:18]=3)[CH:9]=2)[C:14]([OH:15])=[C:5]([C:3]([NH:25][CH:26]([CH2:31][CH:32]([CH3:34])[CH3:33])[CH2:27][C:28]([OH:30])=[O:29])=[O:4])[N:6]=1)#[N:24]. The catalyst class is: 6. (3) Reactant: [NH2:1][C:2]1[CH:27]=[CH:26][C:5]([O:6][C:7]2[CH:12]=[CH:11][N:10]=[C:9]([NH:13][C:14]([N:16]3[CH2:21][CH2:20][CH:19]([CH2:22][N:23]([CH3:25])[CH3:24])[CH2:18][CH2:17]3)=[O:15])[CH:8]=2)=[CH:4][CH:3]=1.[F:28][C:29]1[CH:34]=[CH:33][C:32]([CH2:35][C:36]([N:38]=[C:39]=[O:40])=[O:37])=[CH:31][CH:30]=1. Product: [CH3:25][N:23]([CH2:22][CH:19]1[CH2:20][CH2:21][N:16]([C:14]([NH:13][C:9]2[CH:8]=[C:7]([O:6][C:5]3[CH:26]=[CH:27][C:2]([NH:1][C:39]([NH:38][C:36](=[O:37])[CH2:35][C:32]4[CH:33]=[CH:34][C:29]([F:28])=[CH:30][CH:31]=4)=[O:40])=[CH:3][CH:4]=3)[CH:12]=[CH:11][N:10]=2)=[O:15])[CH2:17][CH2:18]1)[CH3:24]. The catalyst class is: 7. (4) Reactant: [Cl:1][C:2]1[CH:7]=[CH:6][CH:5]=[CH:4][C:3]=1[C:8](=[O:12])[C:9](=[O:11])[CH3:10].C(O)(=O)C.[Br:17]Br. Product: [Br:17][CH2:10][C:9](=[O:11])[C:8]([C:3]1[CH:4]=[CH:5][CH:6]=[CH:7][C:2]=1[Cl:1])=[O:12]. The catalyst class is: 22. (5) Reactant: [F:1][C:2]1[C:3]([NH:28][C@@H:29]([C:35]([CH3:38])([CH3:37])[CH3:36])[CH2:30][CH:31]([OH:34])[CH2:32][OH:33])=[N:4][C:5]([C:8]2[C:16]3[C:11](=[N:12][CH:13]=[C:14]([F:17])[CH:15]=3)[N:10](S(C3C=CC(C)=CC=3)(=O)=O)[CH:9]=2)=[N:6][CH:7]=1.C[O-].[Na+].CCOC(C)=O.C([O-])(O)=O.[Na+]. Product: [F:1][C:2]1[C:3]([NH:28][C@@H:29]([C:35]([CH3:38])([CH3:37])[CH3:36])[CH2:30][CH:31]([OH:34])[CH2:32][OH:33])=[N:4][C:5]([C:8]2[C:16]3[C:11](=[N:12][CH:13]=[C:14]([F:17])[CH:15]=3)[NH:10][CH:9]=2)=[N:6][CH:7]=1. The catalyst class is: 1.